This data is from Forward reaction prediction with 1.9M reactions from USPTO patents (1976-2016). The task is: Predict the product of the given reaction. (1) Given the reactants [CH:1]([O:3][CH2:4][CH3:5])=[CH2:2].C12(CS(O)(=O)=O)C(C)(C)C(CC1)CC2=O.[Cl:21][C:22]1[CH:27]=[CH:26][N:25]=[C:24]2[NH:28][N:29]=[C:30]([CH2:31][CH3:32])[C:23]=12.C(=O)(O)[O-].[Na+], predict the reaction product. The product is: [Cl:21][C:22]1[CH:27]=[CH:26][N:25]=[C:24]2[N:28]([CH:1]([O:3][CH2:4][CH3:5])[CH3:2])[N:29]=[C:30]([CH2:31][CH3:32])[C:23]=12. (2) Given the reactants [CH3:1][O:2][C:3]1[CH:23]=[CH:22][C:6]2[C:7]3[S:8][C:9]([C:19]([OH:21])=[O:20])=[CH:10][C:11]=3[C:12]3[CH:18]=[CH:17][CH:16]=[CH:15][C:13]=3[O:14][C:5]=2[CH:4]=1.Cl.[CH3:25][N:26]([CH3:31])[CH2:27][CH2:28][CH2:29]Cl, predict the reaction product. The product is: [CH3:25][N:26]([CH3:31])[CH2:27][CH2:28][CH2:29][O:20][C:19]([C:9]1[S:8][C:7]2[C:6]3[CH:22]=[CH:23][C:3]([O:2][CH3:1])=[CH:4][C:5]=3[O:14][C:13]3[CH:15]=[CH:16][CH:17]=[CH:18][C:12]=3[C:11]=2[CH:10]=1)=[O:21]. (3) Given the reactants [CH2:1]([C:3]1[N:8]=[C:7]([N:9]2[CH2:14][CH2:13][NH:12][CH2:11][CH2:10]2)[CH:6]=[CH:5][CH:4]=1)[CH3:2].CCN(CC)CC.[O:22]=[C:23]1[NH:32][C:31]2[N:30]=[C:29]([O:33][CH2:34][CH2:35][CH2:36][CH:37]=O)[CH:28]=[CH:27][C:26]=2[CH2:25][CH2:24]1.[BH-](OC(C)=O)(OC(C)=O)OC(C)=O.[Na+], predict the reaction product. The product is: [CH2:1]([C:3]1[N:8]=[C:7]([N:9]2[CH2:10][CH2:11][N:12]([CH2:37][CH2:36][CH2:35][CH2:34][O:33][C:29]3[N:30]=[C:31]4[C:26]([CH2:25][CH2:24][C:23](=[O:22])[NH:32]4)=[CH:27][CH:28]=3)[CH2:13][CH2:14]2)[CH:6]=[CH:5][CH:4]=1)[CH3:2]. (4) Given the reactants C(OC([N:8]1[CH2:13][CH2:12][CH:11]([N:14]2[CH:18]=[C:17]([C:19]3[CH:20]=[N:21][C:22]([NH2:37])=[C:23]([N:25]4[CH2:34][CH2:33][C:32]5[C:27](=[C:28]([F:36])[CH:29]=[CH:30][C:31]=5[F:35])[CH2:26]4)[CH:24]=3)[CH:16]=[N:15]2)[CH2:10][CH2:9]1)=O)(C)(C)C.Cl, predict the reaction product. The product is: [F:35][C:31]1[CH:30]=[CH:29][C:28]([F:36])=[C:27]2[C:32]=1[CH2:33][CH2:34][N:25]([C:23]1[C:22]([NH2:37])=[N:21][CH:20]=[C:19]([C:17]3[CH:16]=[N:15][N:14]([CH:11]4[CH2:10][CH2:9][NH:8][CH2:13][CH2:12]4)[CH:18]=3)[CH:24]=1)[CH2:26]2. (5) Given the reactants [F:1][C:2]([F:11])([F:10])[C:3]1[CH:4]=[C:5]([CH:7]=[CH:8][CH:9]=1)[NH2:6].C[Al](C)C.C([O:18][C:19]([C:21]1[C:22]2[CH:29]=[CH:28][C:27]([O:30][C:31]3[CH:36]=[CH:35][N:34]=[C:33]([NH2:37])[N:32]=3)=[CH:26][C:23]=2[S:24][CH:25]=1)=O)C.[NH4+].[Cl-], predict the reaction product. The product is: [F:1][C:2]([F:10])([F:11])[C:3]1[CH:4]=[C:5]([NH:6][C:19]([C:21]2[C:22]3[CH:29]=[CH:28][C:27]([O:30][C:31]4[CH:36]=[CH:35][N:34]=[C:33]([NH2:37])[N:32]=4)=[CH:26][C:23]=3[S:24][CH:25]=2)=[O:18])[CH:7]=[CH:8][CH:9]=1. (6) Given the reactants [OH-:1].[Li+].[CH3:3][C:4]([CH3:19])=[CH:5][C@@H:6]1[CH2:10][N:9]([C:11]([O:13][C:14]([CH3:17])([CH3:16])[CH3:15])=[O:12])[C:8](=[O:18])[CH2:7]1, predict the reaction product. The product is: [C:14]([O:13][C:11]([NH:9][CH2:10][C@@H:6]([CH:5]=[C:4]([CH3:19])[CH3:3])[CH2:7][C:8]([OH:1])=[O:18])=[O:12])([CH3:17])([CH3:16])[CH3:15]. (7) Given the reactants Br[C:2]1[C:10]2[O:9][C:8]([NH:11][C:12]3[CH:22]=[CH:21][C:15]([C:16]([N:18]([CH3:20])[CH3:19])=[O:17])=[C:14]([CH3:23])[CH:13]=3)=[N:7][C:6]=2[CH:5]=[CH:4][CH:3]=1.[F:24][C:25]1[CH:37]=[C:36]([Sn](C)(C)C)[CH:35]=[CH:34][C:26]=1[CH2:27][N:28]1[CH2:33][CH2:32][O:31][CH2:30][CH2:29]1, predict the reaction product. The product is: [F:24][C:25]1[CH:37]=[C:36]([C:2]2[C:10]3[O:9][C:8]([NH:11][C:12]4[CH:22]=[CH:21][C:15]([C:16]([N:18]([CH3:20])[CH3:19])=[O:17])=[C:14]([CH3:23])[CH:13]=4)=[N:7][C:6]=3[CH:5]=[CH:4][CH:3]=2)[CH:35]=[CH:34][C:26]=1[CH2:27][N:28]1[CH2:29][CH2:30][O:31][CH2:32][CH2:33]1. (8) Given the reactants [Br:1][C:2]1[CH:7]=[CH:6][C:5]([NH:8][C:9](=O)[CH:10]([CH3:12])[CH3:11])=[CH:4][CH:3]=1.COC1C=CC(P2(=S)SP(=S)(C3C=CC(OC)=CC=3)[S:23]2)=CC=1, predict the reaction product. The product is: [Br:1][C:2]1[CH:7]=[CH:6][C:5]([NH:8][C:9](=[S:23])[CH:10]([CH3:12])[CH3:11])=[CH:4][CH:3]=1. (9) The product is: [I:11][C:12]1[CH:13]=[C:14]([C:18](=[O:20])[CH2:19][C:1]([O:5][CH2:6][CH3:7])=[O:8])[CH:15]=[CH:16][CH:17]=1. Given the reactants [C:1](=[O:8])([O:5][CH2:6][CH3:7])OCC.[H-].[Na+].[I:11][C:12]1[CH:13]=[C:14]([C:18](=[O:20])[CH3:19])[CH:15]=[CH:16][CH:17]=1, predict the reaction product. (10) Given the reactants [F:1][CH:2]([F:12])[C:3]1[C:7]([C:8]([NH2:10])=[O:9])=[CH:6][N:5]([CH3:11])[N:4]=1.Br[C:14]1[CH:15]=[CH:16][CH:17]=[C:18]2[C:23]=1[C:22](=[CH2:24])[C:21]([CH3:26])([CH3:25])[CH2:20][CH2:19]2.C([O-])([O-])=O.[K+].[K+].O, predict the reaction product. The product is: [F:12][CH:2]([F:1])[C:3]1[C:7]([C:8]([NH:10][C:14]2[C:23]3[C:22](=[CH2:24])[C:21]([CH3:26])([CH3:25])[CH2:20][CH2:19][C:18]=3[CH:17]=[CH:16][CH:15]=2)=[O:9])=[CH:6][N:5]([CH3:11])[N:4]=1.